From a dataset of Reaction yield outcomes from USPTO patents with 853,638 reactions. Predict the reaction yield, written as a fraction of the theoretical maximum amount of product (1.0 means a 100% yield; for example, 0.34 means a 34% yield). (1) The reactants are [CH3:1][O:2][C:3]1[CH:8]=[CH:7][C:6]([NH:9][C:10]2[S:11][C:12]([NH:18][C:19](=[O:29])[C:20]3[CH:25]=[CH:24][C:23]([N+:26]([O-])=O)=[CH:22][CH:21]=3)=[C:13]([C:15]([NH2:17])=[O:16])[N:14]=2)=[CH:5][CH:4]=1. The catalyst is C1COCC1.CCO. The product is [NH2:26][C:23]1[CH:22]=[CH:21][C:20]([C:19]([NH:18][C:12]2[S:11][C:10]([NH:9][C:6]3[CH:7]=[CH:8][C:3]([O:2][CH3:1])=[CH:4][CH:5]=3)=[N:14][C:13]=2[C:15]([NH2:17])=[O:16])=[O:29])=[CH:25][CH:24]=1. The yield is 0.420. (2) The reactants are C[Si](C)(C)CCOC[N:7]1[C:11]2=[N:12][CH:13]=[CH:14][C:15]([C:16]3[N:20]=[C:19]([C:21]4[CH:22]=[C:23]([CH:26]=[CH:27][CH:28]=4)[C:24]#[N:25])[O:18][N:17]=3)=[C:10]2[CH:9]=[CH:8]1.[C:31]([OH:37])([C:33]([F:36])([F:35])[F:34])=[O:32].CO. The catalyst is [OH-].[NH4+]. The product is [C:31]([OH:37])([C:33]([F:36])([F:35])[F:34])=[O:32].[F:34][C:33]([F:36])([F:35])[C:31]([OH:37])=[O:32].[NH:7]1[C:11]2=[N:12][CH:13]=[CH:14][C:15]([C:16]3[N:20]=[C:19]([C:21]4[CH:22]=[C:23]([CH:26]=[CH:27][CH:28]=4)[C:24]#[N:25])[O:18][N:17]=3)=[C:10]2[CH:9]=[CH:8]1. The yield is 0.00200. (3) The reactants are [OH:1][C@H:2]1[CH2:11][N:5]2[CH2:6][CH2:7][NH:8][C:9](=[O:10])[C@@H:4]2[CH2:3]1.CC(C)([O-])C.[Na+].Br[C:19]1[CH:24]=[N:23][C:22]([CH:25]2[CH2:27][CH2:26]2)=[CH:21][N:20]=1.O. The catalyst is CS(C)=O. The product is [CH:25]1([C:22]2[N:23]=[CH:24][C:19]([O:1][CH:2]3[CH2:11][N:5]4[CH2:6][CH2:7][NH:8][C:9](=[O:10])[CH:4]4[CH2:3]3)=[N:20][CH:21]=2)[CH2:27][CH2:26]1. The yield is 0.237. (4) The reactants are CO[C:3]([C:5]1[CH:14]=[CH:13][C:8]2[NH:9][C:10](=[S:12])[NH:11][C:7]=2[CH:6]=1)=[O:4].Br[CH2:16][CH2:17][CH2:18]Br.Cl.[OH-].[Na+]. The catalyst is C(O)C.CN(C=O)C. The product is [S:12]1[C:10]2[N:11]([C:7]3[C:8]([N:9]=2)=[CH:13][CH:14]=[C:5]([CH2:3][OH:4])[CH:6]=3)[CH2:18][CH2:17][CH2:16]1. The yield is 0.680.